From a dataset of Forward reaction prediction with 1.9M reactions from USPTO patents (1976-2016). Predict the product of the given reaction. (1) Given the reactants Cl/[C:2](=[N:21]\[OH:22])/[C:3]1[CH:4]=[CH:5][C:6]2[N:7]([C:9]([CH2:12][NH:13]C(=O)OC(C)(C)C)=[N:10][N:11]=2)[N:8]=1.[C:23]([CH:25]1[CH2:27][CH2:26]1)#[CH:24].C(=O)([O-])O.[K+], predict the reaction product. The product is: [CH:25]1([C:23]2[O:22][N:21]=[C:2]([C:3]3[CH:4]=[CH:5][C:6]4[N:7]([C:9]([CH2:12][NH2:13])=[N:10][N:11]=4)[N:8]=3)[CH:24]=2)[CH2:27][CH2:26]1. (2) The product is: [Cl:9][C:10]1[CH:16]=[CH:15][C:13]([NH:14][C:5]2[C:4]([NH:14][C:13]3[CH:15]=[CH:16][C:10]([Cl:9])=[CH:11][CH:12]=3)=[N:3][C:2](=[O:1])[C:7](=[O:8])[CH:6]=2)=[CH:12][CH:11]=1. Given the reactants [OH:1][C:2]1[C:7]([OH:8])=[CH:6][CH:5]=[CH:4][N:3]=1.[Cl:9][C:10]1[CH:16]=[CH:15][C:13]([NH2:14])=[CH:12][CH:11]=1, predict the reaction product.